Dataset: Catalyst prediction with 721,799 reactions and 888 catalyst types from USPTO. Task: Predict which catalyst facilitates the given reaction. (1) Reactant: [CH2:1]1[C@@H:6]([C:7]#[N:8])[N:5]([C:9]([C@@H:11]([NH2:23])[C:12]23[CH2:21][C:19]4([OH:22])[CH2:20][CH:14]([CH2:15][CH:16]([CH2:18]4)[CH2:17]2)[CH2:13]3)=[O:10])[C@@H:4]2[C@H:2]1[CH2:3]2.[CH:24]([OH:27])([CH3:26])C. Product: [CH2:1]1[C@@H:6]([C:7]#[N:8])[N:5]([C:9]([C@@H:11]([NH2:23])[C:12]23[CH2:21][C:19]4([OH:22])[CH2:20][CH:14]([CH2:15][CH:16]([CH2:18]4)[CH2:17]2)[CH2:13]3)=[O:10])[C@@H:4]2[C@H:2]1[CH2:3]2.[C:24]([O-:27])(=[O:10])[CH3:26]. The catalyst class is: 15. (2) Product: [CH3:29][N:26]1[CH2:27][CH2:28][N:23]([CH2:22][CH2:21][CH2:20][NH:19][C:14]([C:13]2[CH:8]([C:4]3[CH:5]=[CH:6][CH:7]=[C:2]([Cl:1])[CH:3]=3)[NH:9][C:10](=[O:18])[NH:11][C:12]=2[CH3:17])=[O:16])[CH2:24][CH2:25]1. The catalyst class is: 3. Reactant: [Cl:1][C:2]1[CH:3]=[C:4]([CH:8]2[C:13]([C:14]([OH:16])=O)=[C:12]([CH3:17])[NH:11][C:10](=[O:18])[NH:9]2)[CH:5]=[CH:6][CH:7]=1.[NH2:19][CH2:20][CH2:21][CH2:22][N:23]1[CH2:28][CH2:27][N:26]([CH3:29])[CH2:25][CH2:24]1.CCN=C=NCCCN(C)C.Cl. (3) Reactant: [Br:1][C:2]1[CH:7]=[CH:6][C:5](F)=[C:4]([N+:9]([O-:11])=[O:10])[CH:3]=1.[NH2:12][CH2:13][CH2:14][NH:15][C:16](=[O:22])[O:17][C:18]([CH3:21])([CH3:20])[CH3:19]. Product: [Br:1][C:2]1[CH:7]=[CH:6][C:5]([NH:12][CH2:13][CH2:14][NH:15][C:16](=[O:22])[O:17][C:18]([CH3:20])([CH3:19])[CH3:21])=[C:4]([N+:9]([O-:11])=[O:10])[CH:3]=1. The catalyst class is: 9. (4) Reactant: C([O:8][N:9]1[C:14]2[N:15]=[CH:16][N:17]=[CH:18][C:13]=2[C:12]([NH:19][CH2:20][C:21]2[CH:26]=[CH:25][C:24]([O:27][CH3:28])=[CH:23][CH:22]=2)=[C:11]([C:29]([O:31][CH2:32][CH3:33])=[O:30])[C:10]1=[O:34])C1C=CC=CC=1.[H][H]. Product: [OH:8][N:9]1[C:14]2[N:15]=[CH:16][N:17]=[CH:18][C:13]=2[C:12]([NH:19][CH2:20][C:21]2[CH:22]=[CH:23][C:24]([O:27][CH3:28])=[CH:25][CH:26]=2)=[C:11]([C:29]([O:31][CH2:32][CH3:33])=[O:30])[C:10]1=[O:34]. The catalyst class is: 178.